This data is from Catalyst prediction with 721,799 reactions and 888 catalyst types from USPTO. The task is: Predict which catalyst facilitates the given reaction. (1) Reactant: [NH2:1][C:2]1[CH:3]=[CH:4][C:5]([O:18][C:19]([F:22])([F:21])[F:20])=[C:6]([NH:8][C:9](=[O:17])[CH2:10][N:11]2[CH2:16][CH2:15][O:14][CH2:13][CH2:12]2)[CH:7]=1.[Br:23][C:24]1[CH:32]=[CH:31][C:27]([C:28](O)=[O:29])=[CH:26][CH:25]=1.F[P-](F)(F)(F)(F)F.N1(O[P+](N2CCCC2)(N2CCCC2)N2CCCC2)C2C=CC=CC=2N=N1.C(N(C(C)C)CC)(C)C. Product: [Br:23][C:24]1[CH:32]=[CH:31][C:27]([C:28]([NH:1][C:2]2[CH:3]=[CH:4][C:5]([O:18][C:19]([F:21])([F:22])[F:20])=[C:6]([NH:8][C:9](=[O:17])[CH2:10][N:11]3[CH2:12][CH2:13][O:14][CH2:15][CH2:16]3)[CH:7]=2)=[O:29])=[CH:26][CH:25]=1. The catalyst class is: 18. (2) Reactant: [CH3:1][C:2]([CH3:30])([CH2:6][C:7]1[S:8][C:9]([C:12]2[CH:17]=[C:16]([NH:18][C:19]3[N:24]=[C:23]([C:25]([F:28])([F:27])[F:26])[CH:22]=[CH:21][N:20]=3)[CH:15]=[C:14]([CH3:29])[CH:13]=2)=[CH:10][N:11]=1)[C:3]([OH:5])=O.[CH:31]([NH:33][NH2:34])=[O:32].C1C=CC2N(O)N=NC=2C=1.C(Cl)CCl.CCN(C(C)C)C(C)C. Product: [CH:31]([NH:33][NH:34][C:3](=[O:5])[C:2]([CH3:1])([CH3:30])[CH2:6][C:7]1[S:8][C:9]([C:12]2[CH:17]=[C:16]([NH:18][C:19]3[N:24]=[C:23]([C:25]([F:27])([F:28])[F:26])[CH:22]=[CH:21][N:20]=3)[CH:15]=[C:14]([CH3:29])[CH:13]=2)=[CH:10][N:11]=1)=[O:32]. The catalyst class is: 136. (3) Reactant: [CH3:1][O:2][C:3]1[CH:29]=[CH:28][C:6]([CH2:7][S:8][C:9]2[C:14]([Br:15])=[CH:13][N:12]=[C:11]([NH:16][C:17]([NH:19]C(=O)C3C=CC=CC=3)=[S:18])[CH:10]=2)=[CH:5][CH:4]=1.[OH-].[Na+]. Product: [CH3:1][O:2][C:3]1[CH:4]=[CH:5][C:6]([CH2:7][S:8][C:9]2[C:14]([Br:15])=[CH:13][N:12]=[C:11]([NH:16][C:17]([NH2:19])=[S:18])[CH:10]=2)=[CH:28][CH:29]=1. The catalyst class is: 1. (4) Reactant: Cl[C:2]1[N:6]([CH3:7])[C:5]2[C:8]([CH:14]([CH2:17][CH3:18])[CH2:15][CH3:16])=[CH:9][CH:10]=[C:11]([O:12][CH3:13])[C:4]=2[N:3]=1.[Cl:19][C:20]1[CH:25]=[C:24]([N:26]([CH3:28])[CH3:27])[CH:23]=[C:22]([CH2:29][N:30]2[CH2:34][CH2:33][CH2:32][CH2:31]2)[C:21]=1[OH:35].C(=O)([O-])[O-].[K+].[K+].CN1CCCC1=O. Product: [Cl:19][C:20]1[CH:25]=[C:24]([CH:23]=[C:22]([CH2:29][N:30]2[CH2:34][CH2:33][CH2:32][CH2:31]2)[C:21]=1[O:35][C:2]1[N:6]([CH3:7])[C:5]2[C:8]([CH:14]([CH2:17][CH3:18])[CH2:15][CH3:16])=[CH:9][CH:10]=[C:11]([O:12][CH3:13])[C:4]=2[N:3]=1)[N:26]([CH3:28])[CH3:27]. The catalyst class is: 662.